This data is from Reaction yield outcomes from USPTO patents with 853,638 reactions. The task is: Predict the reaction yield, written as a fraction of the theoretical maximum amount of product (1.0 means a 100% yield; for example, 0.34 means a 34% yield). (1) The reactants are Br[C:2]1[CH:11]=[C:10]2[C:5]([C:6](Cl)=[C:7]([CH2:12][CH2:13][Cl:14])[N:8]=[N:9]2)=[CH:4][CH:3]=1.[C:16]([C:18]1[CH:23]=[CH:22][C:21](B(O)O)=[CH:20][CH:19]=1)#[N:17].C([O-])([O-])=O.[Na+].[Na+].N. The catalyst is C(O)(C)C.C1(C)C=CC=CC=1.O.Cl[Pd](Cl)([P](C1C=CC=CC=1)(C1C=CC=CC=1)C1C=CC=CC=1)[P](C1C=CC=CC=1)(C1C=CC=CC=1)C1C=CC=CC=1. The product is [Cl:14][CH2:13][CH2:12][C:7]1[N:8]=[N:9][C:10]2[C:5]([CH:6]=1)=[CH:4][CH:3]=[C:2]([C:21]1[CH:22]=[CH:23][C:18]([C:16]#[N:17])=[CH:19][CH:20]=1)[CH:11]=2. The yield is 0.500. (2) The reactants are Br[C:2]1[N:7]=[CH:6][C:5]([CH:8]2[C:17]3[C:12](=[CH:13][C:14]([O:18][CH2:19][CH2:20][CH2:21][N:22]4[CH2:27][CH2:26][CH:25]([F:28])[CH2:24][CH2:23]4)=[CH:15][CH:16]=3)[CH2:11][N:10]([CH3:29])[CH2:9]2)=[CH:4][CH:3]=1.[CH3:30][O-:31].[Na+]. The catalyst is CS(C)=O. The product is [F:28][CH:25]1[CH2:26][CH2:27][N:22]([CH2:21][CH2:20][CH2:19][O:18][C:14]2[CH:13]=[C:12]3[C:17]([CH:8]([C:5]4[CH:6]=[N:7][C:2]([O:31][CH3:30])=[CH:3][CH:4]=4)[CH2:9][N:10]([CH3:29])[CH2:11]3)=[CH:16][CH:15]=2)[CH2:23][CH2:24]1. The yield is 0.0800.